From a dataset of Catalyst prediction with 721,799 reactions and 888 catalyst types from USPTO. Predict which catalyst facilitates the given reaction. (1) The catalyst class is: 52. Reactant: [CH2:1]1[O:10][C:9]2[CH:8]=[CH:7][C:5]([NH2:6])=[CH:4][C:3]=2[O:2]1.[CH3:11][C:12](OC(C)=O)=[O:13].C([O-])(O)=O.[Na+]. Product: [O:10]1[C:9]2[CH:8]=[CH:7][C:5]([NH:6][C:12](=[O:13])[CH3:11])=[CH:4][C:3]=2[O:2][CH2:1]1. (2) Reactant: [Cl:1][C:2]1[CH:7]=[CH:6][C:5]([C:8]2[C:9]([CH3:14])=[N:10][NH:11][C:12]=2[NH2:13])=[CH:4][CH:3]=1.[Cl:15][C:16]1[CH:21]=[CH:20][C:19]([C:22](=O)[CH2:23][C:24](OC)=[O:25])=[CH:18][CH:17]=1. Product: [Cl:1][C:2]1[CH:3]=[CH:4][C:5]([C:8]2[C:9]([CH3:14])=[N:10][N:11]3[C:24](=[O:25])[CH:23]=[C:22]([C:19]4[CH:18]=[CH:17][C:16]([Cl:15])=[CH:21][CH:20]=4)[NH:13][C:12]=23)=[CH:6][CH:7]=1. The catalyst class is: 15.